This data is from Peptide-MHC class I binding affinity with 185,985 pairs from IEDB/IMGT. The task is: Regression. Given a peptide amino acid sequence and an MHC pseudo amino acid sequence, predict their binding affinity value. This is MHC class I binding data. The peptide sequence is TLELNMETL. The MHC is HLA-B48:01 with pseudo-sequence HLA-B48:01. The binding affinity (normalized) is 0.0847.